From a dataset of Peptide-MHC class II binding affinity with 134,281 pairs from IEDB. Regression. Given a peptide amino acid sequence and an MHC pseudo amino acid sequence, predict their binding affinity value. This is MHC class II binding data. (1) The peptide sequence is ASLTEALRVIAGALE. The MHC is HLA-DPA10103-DPB10401 with pseudo-sequence HLA-DPA10103-DPB10401. The binding affinity (normalized) is 0.141. (2) The peptide sequence is VNTLRFLVKNAGYLV. The MHC is DRB1_1302 with pseudo-sequence DRB1_1302. The binding affinity (normalized) is 0.183. (3) The peptide sequence is LDEVYNAAYNAADHA. The MHC is HLA-DQA10401-DQB10402 with pseudo-sequence HLA-DQA10401-DQB10402. The binding affinity (normalized) is 0.397. (4) The peptide sequence is KYFAATQFEPLAA. The MHC is DRB1_1501 with pseudo-sequence DRB1_1501. The binding affinity (normalized) is 0. (5) The binding affinity (normalized) is 0.181. The MHC is HLA-DQA10101-DQB10501 with pseudo-sequence HLA-DQA10101-DQB10501. The peptide sequence is FLAVAVVLGLATSPT. (6) The peptide sequence is DEHIILYLVNFDKDR. The MHC is DRB1_1302 with pseudo-sequence DRB1_1302. The binding affinity (normalized) is 0.274. (7) The peptide sequence is QVESTAGSLQGQWRG. The MHC is HLA-DQA10501-DQB10201 with pseudo-sequence HLA-DQA10501-DQB10201. The binding affinity (normalized) is 0.123. (8) The peptide sequence is GLDSLTTLLRALGAQ. The MHC is DRB1_1501 with pseudo-sequence DRB1_1501. The binding affinity (normalized) is 0.421. (9) The peptide sequence is ESTGGAYDTYKSIPS. The MHC is HLA-DQA10102-DQB10502 with pseudo-sequence HLA-DQA10102-DQB10502. The binding affinity (normalized) is 0.0943. (10) The peptide sequence is AADLDAVAAFVESGR. The MHC is HLA-DQA10501-DQB10201 with pseudo-sequence HLA-DQA10501-DQB10201. The binding affinity (normalized) is 0.461.